Predict the reactants needed to synthesize the given product. From a dataset of Full USPTO retrosynthesis dataset with 1.9M reactions from patents (1976-2016). (1) Given the product [CH2:1]([N:3]1[C:11]2[CH2:10][C:9]([CH3:13])([CH3:12])[CH2:8][CH2:7][C:6]=2[C:5]([C:14]2[O:18][N:17]=[C:16]([C:19]3[CH:24]=[CH:23][N:22]=[C:21]([OH:36])[CH:20]=3)[N:15]=2)=[N:4]1)[CH3:2], predict the reactants needed to synthesize it. The reactants are: [CH2:1]([N:3]1[C:11]2[CH2:10][C:9]([CH3:13])([CH3:12])[CH2:8][CH2:7][C:6]=2[C:5]([C:14]2[O:18][N:17]=[C:16]([C:19]3[CH:24]=[CH:23][N+:22]([O-])=[CH:21][CH:20]=3)[N:15]=2)=[N:4]1)[CH3:2].C(N(CC)CC)C.FC(F)(F)C(OC(=O)C(F)(F)F)=[O:36].C([O-])(O)=O.[Na+]. (2) Given the product [CH2:19]([O:26][C:27]([N:29]1[CH2:34][CH2:33][C:32]([C:2]2[C:11]3[C:6](=[CH:7][CH:8]=[C:9]([O:12][CH3:13])[CH:10]=3)[CH:5]=[CH:4][CH:3]=2)=[CH:31][CH2:30]1)=[O:28])[C:20]1[CH:21]=[CH:22][CH:23]=[CH:24][CH:25]=1, predict the reactants needed to synthesize it. The reactants are: Br[C:2]1[C:11]2[C:6](=[CH:7][CH:8]=[C:9]([O:12][CH3:13])[CH:10]=2)[CH:5]=[CH:4][CH:3]=1.C([Li])CCC.[CH2:19]([O:26][C:27]([N:29]1[CH2:34][CH2:33][C:32](=O)[CH2:31][CH2:30]1)=[O:28])[C:20]1[CH:25]=[CH:24][CH:23]=[CH:22][CH:21]=1.N1CCC(=O)CC1.Cl. (3) Given the product [CH3:23][N:2]([CH3:1])[CH2:3][CH2:4][C@@H:5]([C:6]1[S:7][CH:8]=[CH:9][CH:10]=1)[NH2:11], predict the reactants needed to synthesize it. The reactants are: [CH3:1][N:2]([CH3:23])[C:3](=O)[CH2:4][C@H:5]([NH:11]C(=O)OCC1C=CC=CC=1)[C:6]1[S:7][CH:8]=[CH:9][CH:10]=1.B. (4) The reactants are: [N:1]1[C:2]([C:10](/[C:12](=[CH:18]\[N:19](C)C)/[C:13]([O:15][CH2:16][CH3:17])=[O:14])=O)=[N:3][N:4]2[CH:9]=[CH:8][CH:7]=[CH:6][C:5]=12.O.[NH2:23]N. Given the product [N:1]1[C:2]([C:10]2[C:12]([C:13]([O:15][CH2:16][CH3:17])=[O:14])=[CH:18][NH:19][N:23]=2)=[N:3][N:4]2[CH:9]=[CH:8][CH:7]=[CH:6][C:5]=12, predict the reactants needed to synthesize it. (5) The reactants are: Br[C:2]1[C:3]2[C:4]3[CH:17]=[CH:16][S:15][C:5]=3[C:6](=[O:14])[NH:7][C:8]=2[CH:9]=[CH:10][C:11]=1[O:12][CH3:13].[C:18]([O:22][C:23](=[O:44])[NH:24][CH2:25][C:26]1([C:29]2[CH:34]=[CH:33][C:32](B3OC(C)(C)C(C)(C)O3)=[CH:31][CH:30]=2)[CH2:28][CH2:27]1)([CH3:21])([CH3:20])[CH3:19]. Given the product [C:18]([O:22][C:23](=[O:44])[NH:24][CH2:25][C:26]1([C:29]2[CH:30]=[CH:31][C:32]([C:2]3[C:3]4[C:4]5[CH:17]=[CH:16][S:15][C:5]=5[C:6](=[O:14])[NH:7][C:8]=4[CH:9]=[CH:10][C:11]=3[O:12][CH3:13])=[CH:33][CH:34]=2)[CH2:27][CH2:28]1)([CH3:21])([CH3:19])[CH3:20], predict the reactants needed to synthesize it. (6) Given the product [F:17][C:2]([F:1])([F:18])[C:3]1[CH:11]=[C:10]2[C:6]([CH:7]=[CH:8][N:9]2[CH2:12][C:13]([OH:15])=[O:14])=[CH:5][CH:4]=1, predict the reactants needed to synthesize it. The reactants are: [F:1][C:2]([F:18])([F:17])[C:3]1[CH:11]=[C:10]2[C:6]([CH:7]=[CH:8][N:9]2[CH2:12][C:13]([O:15]C)=[O:14])=[CH:5][CH:4]=1.[OH-].[Li+]. (7) Given the product [ClH:1].[CH3:2][C:3]1[NH:7][CH:6]=[N:5][C:4]=1[CH2:8][CH2:9][C:10]([OH:12])=[O:11], predict the reactants needed to synthesize it. The reactants are: [ClH:1].[CH3:2][C:3]1[NH:7][CH:6]=[N:5][C:4]=1/[CH:8]=[CH:9]/[C:10]([OH:12])=[O:11].